This data is from Reaction yield outcomes from USPTO patents with 853,638 reactions. The task is: Predict the reaction yield, written as a fraction of the theoretical maximum amount of product (1.0 means a 100% yield; for example, 0.34 means a 34% yield). (1) The reactants are [SH-].[Na+].[CH3:3][C:4]1([CH3:13])[O:8][N:7]=[C:6]([S:9]([CH3:12])(=O)=O)[CH2:5]1.C(=O)([O-])[O-].[K+].[K+].C(S([O-])=O)O.[Na+].BrC[C:28]1[C:29]([C:35]([F:38])([F:37])[F:36])=[N:30][N:31]([CH3:34])[C:32]=1[F:33]. The catalyst is CN(C)C=O.O. The product is [CH3:3][C:4]1([CH3:13])[O:8][N:7]=[C:6]([S:9][CH2:12][C:28]2[C:29]([C:35]([F:38])([F:37])[F:36])=[N:30][N:31]([CH3:34])[C:32]=2[F:33])[CH2:5]1. The yield is 0.903. (2) The product is [F:8][C:7]1[C:2]([C:28]2[CH:29]=[CH:30][CH:31]=[C:26]([CH:24]=[O:25])[CH:27]=2)=[CH:3][C:4]([CH2:9][N:10]([CH3:23])[C:11]([C:13]2[CH:14]=[C:15]([CH:20]=[CH:21][CH:22]=2)[C:16]([O:18][CH3:19])=[O:17])=[O:12])=[CH:5][CH:6]=1. The reactants are Br[C:2]1[CH:3]=[C:4]([CH2:9][N:10]([CH3:23])[C:11]([C:13]2[CH:14]=[C:15]([CH:20]=[CH:21][CH:22]=2)[C:16]([O:18][CH3:19])=[O:17])=[O:12])[CH:5]=[CH:6][C:7]=1[F:8].[CH:24]([C:26]1[CH:31]=[CH:30][C:29](B(O)O)=[CH:28][CH:27]=1)=[O:25].C([O-])([O-])=O.[K+].[K+]. The yield is 0.860. The catalyst is O1CCOCC1.O.C1C=CC([P]([Pd]([P](C2C=CC=CC=2)(C2C=CC=CC=2)C2C=CC=CC=2)([P](C2C=CC=CC=2)(C2C=CC=CC=2)C2C=CC=CC=2)[P](C2C=CC=CC=2)(C2C=CC=CC=2)C2C=CC=CC=2)(C2C=CC=CC=2)C2C=CC=CC=2)=CC=1. (3) The reactants are [C:1]([CH2:3][C:4](=S)[NH2:5])#[N:2].BrCC.[O-]CC.[Na+].[NH2:14][C:15]1[CH:23]=[CH:22][CH:21]=[CH:20][C:16]=1[C:17]([OH:19])=O. No catalyst specified. The product is [O:19]=[C:17]1[C:16]2[C:15](=[CH:23][CH:22]=[CH:21][CH:20]=2)[N:14]=[C:4]([CH2:3][C:1]#[N:2])[NH:5]1. The yield is 0.470. (4) The reactants are [Cl:1][C:2]1[N:7]=[C:6]([C:8]([OH:10])=[O:9])[CH:5]=[CH:4][CH:3]=1.[CH2:11](O)[CH3:12].S(=O)(=O)(O)O. The catalyst is C1(C)C=CC=CC=1. The product is [Cl:1][C:2]1[N:7]=[C:6]([C:8]([O:10][CH2:11][CH3:12])=[O:9])[CH:5]=[CH:4][CH:3]=1. The yield is 0.940. (5) The reactants are [OH:1][C:2]1[CH:7]=[CH:6][C:5]([S:8][C:9]2[O:10][C:11]([CH2:20][CH2:21][C:22]([O:24][CH3:25])=[O:23])=[C:12]([C:14]3[CH:19]=[CH:18][CH:17]=[CH:16][CH:15]=3)[N:13]=2)=[CH:4][CH:3]=1.Cl[CH2:27][C:28]1[N:29]=[C:30]([C:34]2[CH:39]=[CH:38][CH:37]=[CH:36][CH:35]=2)[O:31][C:32]=1[CH3:33].C(=O)([O-])[O-].[K+].[K+].CN(C)C=O. The catalyst is O. The product is [CH3:33][C:32]1[O:31][C:30]([C:34]2[CH:35]=[CH:36][CH:37]=[CH:38][CH:39]=2)=[N:29][C:28]=1[CH2:27][O:1][C:2]1[CH:7]=[CH:6][C:5]([S:8][C:9]2[O:10][C:11]([CH2:20][CH2:21][C:22]([O:24][CH3:25])=[O:23])=[C:12]([C:14]3[CH:19]=[CH:18][CH:17]=[CH:16][CH:15]=3)[N:13]=2)=[CH:4][CH:3]=1. The yield is 0.910. (6) The reactants are [CH:1]1([C:4]2[C:5]3[N:6]([CH:20]=[CH:21][N:22]=3)[CH:7]=[C:8]([C:10]3[CH:15]=[CH:14][C:13]([C:16]([F:19])([F:18])[F:17])=[CH:12][CH:11]=3)[CH:9]=2)[CH2:3][CH2:2]1.[I:23]Cl. No catalyst specified. The product is [CH:1]1([C:4]2[C:5]3[N:6]([C:20]([I:23])=[CH:21][N:22]=3)[CH:7]=[C:8]([C:10]3[CH:11]=[CH:12][C:13]([C:16]([F:18])([F:17])[F:19])=[CH:14][CH:15]=3)[CH:9]=2)[CH2:2][CH2:3]1. The yield is 0.990. (7) The reactants are [CH2:1]([S:3]([N:6]1[CH2:11][CH2:10][CH:9]([C:12]2[C:20]3[C:15](=[C:16]([C:29]([NH2:31])=[O:30])[CH:17]=[C:18]([C:21]4[CH:26]=[CH:25][CH:24]=[C:23]([CH:27]=O)[CH:22]=4)[CH:19]=3)[NH:14][CH:13]=2)[CH2:8][CH2:7]1)(=[O:5])=[O:4])[CH3:2].[S:32]1[CH:36]=[CH:35][CH:34]=[C:33]1[CH:37]1[CH2:41][CH2:40][CH2:39][NH:38]1.[BH-](OC(C)=O)(OC(C)=O)OC(C)=O.[Na+]. No catalyst specified. The product is [CH2:1]([S:3]([N:6]1[CH2:11][CH2:10][CH:9]([C:12]2[C:20]3[C:15](=[C:16]([C:29]([NH2:31])=[O:30])[CH:17]=[C:18]([C:21]4[CH:26]=[CH:25][CH:24]=[C:23]([CH2:27][N:38]5[CH2:39][CH2:40][CH2:41][CH:37]5[C:33]5[S:32][CH:36]=[CH:35][CH:34]=5)[CH:22]=4)[CH:19]=3)[NH:14][CH:13]=2)[CH2:8][CH2:7]1)(=[O:5])=[O:4])[CH3:2]. The yield is 0.304. (8) The reactants are [CH3:1][O:2][C:3]1[CH:4]=[C:5]([CH2:20][C:21]([OH:23])=O)[CH:6]=[CH:7][C:8]=1[NH:9][C:10]([NH:12][C:13]1[CH:18]=[CH:17][CH:16]=[CH:15][C:14]=1[F:19])=[O:11].[N+:24]([C:27]1[CH:28]=[C:29]([CH:34]=[CH:35][C:36]=1[N:37]([CH2:39][CH:40]1[CH2:44][CH2:43][CH2:42][NH:41]1)[CH3:38])[C:30]([O:32][CH3:33])=[O:31])([O-:26])=[O:25]. The catalyst is CN(C1C=CN=CC=1)C.CN(C=O)C.CCOCC.C1C=CC2N(O)N=NC=2C=1. The product is [CH3:1][O:2][C:3]1[CH:4]=[C:5]([CH2:20][C:21]([N:41]2[CH2:42][CH2:43][CH2:44][CH:40]2[CH2:39][N:37]([C:36]2[CH:35]=[CH:34][C:29]([C:30]([O:32][CH3:33])=[O:31])=[CH:28][C:27]=2[N+:24]([O-:26])=[O:25])[CH3:38])=[O:23])[CH:6]=[CH:7][C:8]=1[NH:9][C:10]([NH:12][C:13]1[CH:18]=[CH:17][CH:16]=[CH:15][C:14]=1[F:19])=[O:11]. The yield is 1.00.